From a dataset of TCR-epitope binding with 47,182 pairs between 192 epitopes and 23,139 TCRs. Binary Classification. Given a T-cell receptor sequence (or CDR3 region) and an epitope sequence, predict whether binding occurs between them. (1) The epitope is IIKDYGKQM. The TCR CDR3 sequence is CSVEAGIGYEQYF. Result: 0 (the TCR does not bind to the epitope). (2) The epitope is LPAADLDDF. The TCR CDR3 sequence is CASSGGSLNTEAFF. Result: 1 (the TCR binds to the epitope). (3) The epitope is ALSKGVHFV. The TCR CDR3 sequence is CASSKAPGFSYEQYF. Result: 1 (the TCR binds to the epitope). (4) The epitope is FVDGVPFVV. The TCR CDR3 sequence is CASSLPIGRSYNEQFF. Result: 1 (the TCR binds to the epitope). (5) The epitope is GTSGSPIINR. The TCR CDR3 sequence is CASSQYRAEQYF. Result: 0 (the TCR does not bind to the epitope). (6) The epitope is SEETGTLIV. The TCR CDR3 sequence is CASSHLAGGPYEQYF. Result: 1 (the TCR binds to the epitope).